Dataset: Catalyst prediction with 721,799 reactions and 888 catalyst types from USPTO. Task: Predict which catalyst facilitates the given reaction. Reactant: [F:1][C:2]([F:33])([F:32])[CH2:3][CH2:4][CH:5]([NH:22][C:23]1[CH:31]=[CH:30][C:26]([C:27]([OH:29])=[O:28])=[CH:25][CH:24]=1)[C:6]1[CH:11]=[CH:10][C:9](B2OC(C)(C)C(C)(C)O2)=[CH:8][C:7]=1[CH3:21].Br[C:35]1[N:40]=[CH:39][C:38]([Cl:41])=[CH:37][N:36]=1.C(=O)([O-])[O-].[Na+].[Na+].COCCOC. Product: [Cl:41][C:38]1[CH:37]=[N:36][C:35]([C:9]2[CH:10]=[CH:11][C:6]([CH:5]([NH:22][C:23]3[CH:31]=[CH:30][C:26]([C:27]([OH:29])=[O:28])=[CH:25][CH:24]=3)[CH2:4][CH2:3][C:2]([F:1])([F:32])[F:33])=[C:7]([CH3:21])[CH:8]=2)=[N:40][CH:39]=1. The catalyst class is: 103.